From a dataset of Peptide-MHC class II binding affinity with 134,281 pairs from IEDB. Regression. Given a peptide amino acid sequence and an MHC pseudo amino acid sequence, predict their binding affinity value. This is MHC class II binding data. The peptide sequence is ASKNFHLQKNTIGTG. The MHC is HLA-DPA10201-DPB11401 with pseudo-sequence HLA-DPA10201-DPB11401. The binding affinity (normalized) is 0.219.